From a dataset of Reaction yield outcomes from USPTO patents with 853,638 reactions. Predict the reaction yield, written as a fraction of the theoretical maximum amount of product (1.0 means a 100% yield; for example, 0.34 means a 34% yield). The reactants are [O:1]1[C:5]2[CH:6]=[CH:7][C:8]([C:10]3(O)[CH2:15][CH2:14][O:13][CH2:12][CH2:11]3)=[CH:9][C:4]=2[CH:3]=[CH:2]1.C([SiH](CC)CC)C.C(O)(C(F)(F)F)=O. The catalyst is C(Cl)Cl. The product is [O:13]1[CH2:12][CH2:11][CH:10]([C:8]2[CH:7]=[CH:6][C:5]3[O:1][CH:2]=[CH:3][C:4]=3[CH:9]=2)[CH2:15][CH2:14]1. The yield is 0.880.